From a dataset of Full USPTO retrosynthesis dataset with 1.9M reactions from patents (1976-2016). Predict the reactants needed to synthesize the given product. Given the product [CH2:1]([O:5][C:6](=[O:20])[CH2:7][CH2:8][C:9]1[CH:14]=[CH:13][C:12]([C:15]([F:17])([F:18])[F:16])=[C:11]([Cl:19])[CH:10]=1)[CH2:2][CH2:3][CH3:4], predict the reactants needed to synthesize it. The reactants are: [CH2:1]([O:5][C:6](=[O:20])[CH:7]=[CH:8][C:9]1[CH:14]=[CH:13][C:12]([C:15]([F:18])([F:17])[F:16])=[C:11]([Cl:19])[CH:10]=1)[CH2:2][CH2:3][CH3:4].C.